From a dataset of Reaction yield outcomes from USPTO patents with 853,638 reactions. Predict the reaction yield, written as a fraction of the theoretical maximum amount of product (1.0 means a 100% yield; for example, 0.34 means a 34% yield). The reactants are [NH2:1][C:2]1[CH:3]=[CH:4][C:5]([CH3:32])=[C:6]([N:8]2[CH2:31][CH2:30][C:11]3[N:12]=[C:13]([NH:16][C:17]4[CH:22]=[CH:21][C:20]([N:23]5[CH2:28][CH2:27][N:26]([CH3:29])[CH2:25][CH2:24]5)=[CH:19][CH:18]=4)[N:14]=[CH:15][C:10]=3[CH2:9]2)[CH:7]=1.[CH2:33]([S:37](Cl)(=[O:39])=[O:38])[CH2:34][CH2:35][CH3:36]. The catalyst is N1C=CC=CC=1. The product is [CH3:32][C:5]1[CH:4]=[CH:3][C:2]([NH:1][S:37]([CH2:33][CH2:34][CH2:35][CH3:36])(=[O:39])=[O:38])=[CH:7][C:6]=1[N:8]1[CH2:31][CH2:30][C:11]2[N:12]=[C:13]([NH:16][C:17]3[CH:22]=[CH:21][C:20]([N:23]4[CH2:24][CH2:25][N:26]([CH3:29])[CH2:27][CH2:28]4)=[CH:19][CH:18]=3)[N:14]=[CH:15][C:10]=2[CH2:9]1. The yield is 0.789.